Task: Regression. Given a peptide amino acid sequence and an MHC pseudo amino acid sequence, predict their binding affinity value. This is MHC class II binding data.. Dataset: Peptide-MHC class II binding affinity with 134,281 pairs from IEDB (1) The peptide sequence is GPDNPGEPLVLKEGI. The MHC is DRB1_0405 with pseudo-sequence DRB1_0405. The binding affinity (normalized) is 0.440. (2) The peptide sequence is APGAAAAPLSWSKDI. The MHC is HLA-DQA10501-DQB10301 with pseudo-sequence HLA-DQA10501-DQB10301. The binding affinity (normalized) is 0.989. (3) The peptide sequence is DVINDFVSSYARGET. The MHC is HLA-DPA10301-DPB10402 with pseudo-sequence HLA-DPA10301-DPB10402. The binding affinity (normalized) is 0.328. (4) The peptide sequence is VTVDAAVLAAIDADA. The MHC is DRB3_0202 with pseudo-sequence DRB3_0202. The binding affinity (normalized) is 0.127. (5) The peptide sequence is NANPDCKTILKALGPAA. The MHC is DRB1_0901 with pseudo-sequence DRB1_0901. The binding affinity (normalized) is 0.206.